From a dataset of Reaction yield outcomes from USPTO patents with 853,638 reactions. Predict the reaction yield, written as a fraction of the theoretical maximum amount of product (1.0 means a 100% yield; for example, 0.34 means a 34% yield). (1) The reactants are Br[C:2]1[CH:3]=[C:4]2[C:8](=[CH:9][CH:10]=1)[N:7]([CH2:11][CH:12]([O:15][CH3:16])[O:13][CH3:14])[N:6]=[CH:5]2.[CH2:17]([O:24][C:25]1[CH:30]=[CH:29][NH:28][C:27](=[O:31])[CH:26]=1)[C:18]1[CH:23]=[CH:22][CH:21]=[CH:20][CH:19]=1.C([O-])([O-])=O.[K+].[K+].OC1C=CC=C2C=1N=CC=C2. The catalyst is CS(C)=O.[Cu]I. The product is [CH2:17]([O:24][C:25]1[CH:30]=[CH:29][N:28]([C:2]2[CH:3]=[C:4]3[C:8](=[CH:9][CH:10]=2)[N:7]([CH2:11][CH:12]([O:15][CH3:16])[O:13][CH3:14])[N:6]=[CH:5]3)[C:27](=[O:31])[CH:26]=1)[C:18]1[CH:19]=[CH:20][CH:21]=[CH:22][CH:23]=1. The yield is 0.850. (2) The reactants are Br[CH2:2][C:3]1[C:13]([Cl:14])=[N:12][CH:11]=[CH:10][C:4]=1[C:5]([O:7]CC)=O.[Cl:15][C:16]1[CH:17]=[C:18]([CH2:30][NH2:31])[CH:19]=[N:20][C:21]=1[O:22][CH2:23][C:24]([F:29])([F:28])[CH:25]([F:27])[F:26]. No catalyst specified. The product is [Cl:14][C:13]1[C:3]2[CH2:2][N:31]([CH2:30][C:18]3[CH:19]=[N:20][C:21]([O:22][CH2:23][C:24]([F:28])([F:29])[CH:25]([F:27])[F:26])=[C:16]([Cl:15])[CH:17]=3)[C:5](=[O:7])[C:4]=2[CH:10]=[CH:11][N:12]=1. The yield is 0.810. (3) The yield is 0.750. The reactants are [C:1]1([C:7]2[CH:8]=[CH:9][C:10]([C:13]([OH:15])=O)=[N:11][CH:12]=2)[CH:6]=[CH:5][CH:4]=[CH:3][CH:2]=1.CCN(C(C)C)C(C)C.C1C=CC2N(O)N=NC=2C=1.CCN=C=NCCCN(C)C.Cl.Cl.[CH2:48]([O:50][C:51](=[O:54])[CH2:52][NH2:53])[CH3:49]. The product is [CH2:48]([O:50][C:51](=[O:54])[CH2:52][NH:53][C:13]([C:10]1[CH:9]=[CH:8][C:7]([C:1]2[CH:2]=[CH:3][CH:4]=[CH:5][CH:6]=2)=[CH:12][N:11]=1)=[O:15])[CH3:49]. The catalyst is CN(C=O)C.O.